This data is from Peptide-MHC class I binding affinity with 185,985 pairs from IEDB/IMGT. The task is: Regression. Given a peptide amino acid sequence and an MHC pseudo amino acid sequence, predict their binding affinity value. This is MHC class I binding data. (1) The peptide sequence is RFWGLVHRER. The MHC is HLA-A31:01 with pseudo-sequence HLA-A31:01. The binding affinity (normalized) is 1.00. (2) The peptide sequence is WLGDVWQEK. The MHC is HLA-A24:03 with pseudo-sequence HLA-A24:03. The binding affinity (normalized) is 0.0847. (3) The peptide sequence is GLMHNQDGL. The MHC is HLA-B07:02 with pseudo-sequence HLA-B07:02. The binding affinity (normalized) is 0. (4) The peptide sequence is RRARSLSAERY. The MHC is HLA-B40:01 with pseudo-sequence HLA-B40:01. The binding affinity (normalized) is 0. (5) The peptide sequence is EIDVLPFDIK. The MHC is HLA-A68:01 with pseudo-sequence HLA-A68:01. The binding affinity (normalized) is 0.556. (6) The peptide sequence is LPVEYLQVP. The MHC is HLA-A26:01 with pseudo-sequence HLA-A26:01. The binding affinity (normalized) is 0.0847. (7) The peptide sequence is GLKFRQLLWF. The MHC is Patr-A0701 with pseudo-sequence Patr-A0701. The binding affinity (normalized) is 0.388. (8) The peptide sequence is RYRQVLSPL. The MHC is HLA-C04:01 with pseudo-sequence HLA-C04:01. The binding affinity (normalized) is 0.213. (9) The peptide sequence is IFYCPIAI. The MHC is H-2-Kb with pseudo-sequence H-2-Kb. The binding affinity (normalized) is 0.587.